Dataset: Peptide-MHC class I binding affinity with 185,985 pairs from IEDB/IMGT. Task: Regression. Given a peptide amino acid sequence and an MHC pseudo amino acid sequence, predict their binding affinity value. This is MHC class I binding data. The peptide sequence is LISFFGLFDI. The MHC is HLA-A02:06 with pseudo-sequence HLA-A02:06. The binding affinity (normalized) is 0.525.